Dataset: Full USPTO retrosynthesis dataset with 1.9M reactions from patents (1976-2016). Task: Predict the reactants needed to synthesize the given product. Given the product [CH3:1][C:2]1([CH3:28])[O:6][CH:5]([CH2:7][CH2:8][O:9][C:10]2[CH:17]=[C:16]([F:18])[CH:15]=[C:14]([NH:19][C:20]3[CH:25]=[CH:24][C:23]([I:26])=[CH:22][C:21]=3[F:27])[C:11]=2[C:12]([NH2:13])=[O:35])[CH2:4][O:3]1, predict the reactants needed to synthesize it. The reactants are: [CH3:1][C:2]1([CH3:28])[O:6][CH:5]([CH2:7][CH2:8][O:9][C:10]2[CH:17]=[C:16]([F:18])[CH:15]=[C:14]([NH:19][C:20]3[CH:25]=[CH:24][C:23]([I:26])=[CH:22][C:21]=3[F:27])[C:11]=2[C:12]#[N:13])[CH2:4][O:3]1.[OH-].[Na+].OO.C(O)(=[O:35])C.